From a dataset of Full USPTO retrosynthesis dataset with 1.9M reactions from patents (1976-2016). Predict the reactants needed to synthesize the given product. (1) Given the product [Cl:32][C:33]1[C:38]([S:39]([N:20]2[CH2:21][CH2:22][N:17]([C:14]3[CH:13]=[CH:12][C:11]([C:5]([OH:10])([C:6]([F:9])([F:8])[F:7])[C:4]([F:3])([F:23])[F:24])=[CH:16][CH:15]=3)[CH2:18][CH2:19]2)(=[O:41])=[O:40])=[CH:37][CH:36]=[C:35]([Cl:43])[N:34]=1, predict the reactants needed to synthesize it. The reactants are: Cl.Cl.[F:3][C:4]([F:24])([F:23])[C:5]([C:11]1[CH:16]=[CH:15][C:14]([N:17]2[CH2:22][CH2:21][NH:20][CH2:19][CH2:18]2)=[CH:13][CH:12]=1)([OH:10])[C:6]([F:9])([F:8])[F:7].C(N(CC)CC)C.[Cl:32][C:33]1[C:38]([S:39](Cl)(=[O:41])=[O:40])=[CH:37][CH:36]=[C:35]([Cl:43])[N:34]=1.C(=O)(O)[O-].[Na+]. (2) The reactants are: [C:1]([CH2:3][C:4]1[CH:9]=[CH:8][C:7](B(O)O)=[CH:6][CH:5]=1)#[N:2].I[C:14]1[N:18]2[C:19]3[S:25][CH:24]=[CH:23][C:20]=3[N:21]=[CH:22][C:17]2=[N:16][C:15]=1[CH3:26].C(=O)([O-])[O-].[K+].[K+]. Given the product [CH3:26][C:15]1[N:16]=[C:17]2[CH:22]=[N:21][C:20]3[CH:23]=[CH:24][S:25][C:19]=3[N:18]2[C:14]=1[C:7]1[CH:8]=[CH:9][C:4]([CH2:3][C:1]#[N:2])=[CH:5][CH:6]=1, predict the reactants needed to synthesize it. (3) Given the product [C:12]([S:31][CH2:32][CH2:33][CH2:34][CH2:35][CH2:36][CH2:37][CH2:38][CH2:39][CH2:40][CH2:41][CH2:42][O:43][CH2:44][CH2:45][O:46][CH2:47][CH2:48][O:49][CH2:50][CH2:51][O:52][CH2:53][CH2:54][O:55][CH2:56][CH2:57][O:58][CH2:59][CH2:60][O:61][S:7]([C:4]1[CH:5]=[CH:6][C:1]([CH3:11])=[CH:2][CH:3]=1)(=[O:9])=[O:8])([C:25]1[CH:30]=[CH:29][CH:28]=[CH:27][CH:26]=1)([C:13]1[CH:18]=[CH:17][CH:16]=[CH:15][CH:14]=1)[C:19]1[CH:24]=[CH:23][CH:22]=[CH:21][CH:20]=1, predict the reactants needed to synthesize it. The reactants are: [C:1]1([CH3:11])[CH:6]=[CH:5][C:4]([S:7](Cl)(=[O:9])=[O:8])=[CH:3][CH:2]=1.[C:12]([S:31][CH2:32][CH2:33][CH2:34][CH2:35][CH2:36][CH2:37][CH2:38][CH2:39][CH2:40][CH2:41][CH2:42][O:43][CH2:44][CH2:45][O:46][CH2:47][CH2:48][O:49][CH2:50][CH2:51][O:52][CH2:53][CH2:54][O:55][CH2:56][CH2:57][O:58][CH2:59][CH2:60][OH:61])([C:25]1[CH:30]=[CH:29][CH:28]=[CH:27][CH:26]=1)([C:19]1[CH:24]=[CH:23][CH:22]=[CH:21][CH:20]=1)[C:13]1[CH:18]=[CH:17][CH:16]=[CH:15][CH:14]=1.N1C=CC=CC=1. (4) Given the product [CH3:1][C:2]1[CH:7]=[CH:6][C:5]([C:8]([F:9])([F:10])[F:11])=[CH:4][C:3]=1[C:12]1[C:13]([C:17]#[N:18])=[CH:14][N:15]([C:20]2[C:21]3[CH:28]=[CH:27][NH:26][C:22]=3[N:23]=[CH:24][N:25]=2)[CH:16]=1, predict the reactants needed to synthesize it. The reactants are: [CH3:1][C:2]1[CH:7]=[CH:6][C:5]([C:8]([F:11])([F:10])[F:9])=[CH:4][C:3]=1[C:12]1[C:13]([C:17]#[N:18])=[CH:14][NH:15][CH:16]=1.Cl[C:20]1[C:21]2[CH2:28][CH2:27][N:26](CC3C=CC(OC)=CC=3)[C:22]=2[N:23]=[CH:24][N:25]=1. (5) Given the product [CH2:1]([O:3][C:4](=[O:16])[CH2:5][CH2:6][C:7]1[CH:12]=[CH:11][C:10]([O:13][CH2:23][C:22]2[N:18]([CH3:17])[N:19]=[C:20]([C:25]3[CH:26]=[CH:27][C:28]([O:31][C:32]([F:34])([F:33])[F:35])=[CH:29][CH:30]=3)[CH:21]=2)=[CH:9][C:8]=1[O:14][CH3:15])[CH3:2], predict the reactants needed to synthesize it. The reactants are: [CH2:1]([O:3][C:4](=[O:16])[CH2:5][CH2:6][C:7]1[CH:12]=[CH:11][C:10]([OH:13])=[CH:9][C:8]=1[O:14][CH3:15])[CH3:2].[CH3:17][N:18]1[C:22]([CH2:23]O)=[CH:21][C:20]([C:25]2[CH:30]=[CH:29][C:28]([O:31][C:32]([F:35])([F:34])[F:33])=[CH:27][CH:26]=2)=[N:19]1.CN(C)C(N=NC(N(C)C)=O)=O.C(P(CCCC)CCCC)CCC.